This data is from Forward reaction prediction with 1.9M reactions from USPTO patents (1976-2016). The task is: Predict the product of the given reaction. (1) Given the reactants [C:1]1(B(O)O)[CH:6]=[CH:5][CH:4]=[CH:3][CH:2]=1.[Cl:10][C:11]1[CH:12]=[C:13]([CH2:17][N:18]2[CH:22]=[CH:21][N:20]=[C:19]2[CH3:23])[N:14]=[N:15][CH:16]=1, predict the reaction product. The product is: [ClH:10].[CH3:23][C:19]1[N:18]([CH2:17][C:13]2[N:14]=[N:15][CH:16]=[C:11]([C:1]3[CH:6]=[CH:5][CH:4]=[CH:3][CH:2]=3)[CH:12]=2)[CH:22]=[CH:21][N:20]=1. (2) Given the reactants [CH:1]([C:3]1[CH:8]=[CH:7][CH:6]=[CH:5][C:4]=1[CH:9]=[CH2:10])=[CH2:2].[CH2:11]([CH:13]=[CH:14][C:15]1[CH:20]=[CH:19][CH:18]=[CH:17][CH:16]=1)[CH3:12], predict the reaction product. The product is: [CH:1]([C:3]1[CH:8]=[CH:7][CH:6]=[CH:5][C:4]=1[CH:9]=[CH2:10])=[CH2:2].[CH2:11]([CH:13]=[CH:14][C:15]1[CH:20]=[CH:19][CH:18]=[CH:17][CH:16]=1)[CH3:12].